Task: Predict which catalyst facilitates the given reaction.. Dataset: Catalyst prediction with 721,799 reactions and 888 catalyst types from USPTO Reactant: [NH2:1][C:2]1[CH:17]=[CH:16][C:5]([O:6][C:7]2[CH:12]=[CH:11][N:10]=[C:9]([C:13]([NH2:15])=[O:14])[CH:8]=2)=[CH:4][C:3]=1[Cl:18].[CH3:19][N:20]1[C:24]([CH3:25])=[C:23]([C:26](O)=[O:27])[C:22](=[O:29])[N:21]1[C:30]1[CH:35]=[CH:34][CH:33]=[CH:32][CH:31]=1.CCN=C=NCCCN(C)C.C1C=NC2N(O)N=NC=2C=1. Product: [Cl:18][C:3]1[CH:4]=[C:5]([CH:16]=[CH:17][C:2]=1[NH:1][C:26]([C:23]1[C:22](=[O:29])[N:21]([C:30]2[CH:31]=[CH:32][CH:33]=[CH:34][CH:35]=2)[N:20]([CH3:19])[C:24]=1[CH3:25])=[O:27])[O:6][C:7]1[CH:12]=[CH:11][N:10]=[C:9]([C:13]([NH2:15])=[O:14])[CH:8]=1. The catalyst class is: 34.